From a dataset of Catalyst prediction with 721,799 reactions and 888 catalyst types from USPTO. Predict which catalyst facilitates the given reaction. (1) Reactant: [C:1]1([C:11]2[CH:16]=[CH:15][CH:14]=[CH:13][CH:12]=2)[CH:6]=[C:5]([CH:7]=O)[CH:4]=[C:3]([CH:9]=O)[CH:2]=1.NCCC[N:21]([CH2:26][CH:27]([CH3:29])[CH3:28])[CH2:22][CH2:23][CH2:24][NH2:25].[BH4-].[Na+].[OH-].[Na+]. Product: [C:1]1([C:11]2[CH:16]=[CH:15][CH:14]=[CH:13][CH:12]=2)[CH:6]=[C:5]([CH2:7][NH:21][CH2:26][CH2:27][CH2:28][NH:25][CH2:24][CH2:23][CH2:22][NH:21][CH2:26][CH:27]([CH3:29])[CH3:28])[CH:4]=[C:3]([CH2:9][NH:25][CH2:24][CH2:23][CH2:22][NH:25][CH2:24][CH2:23][CH2:22][NH:21][CH2:26][CH:27]([CH3:28])[CH3:29])[CH:2]=1. The catalyst class is: 5. (2) Reactant: [C:1]([C:5]1[CH:10]=[CH:9][CH:8]=[CH:7][C:6]=1[N:11]=[C:12]([C:14]1[CH:19]=[CH:18][CH:17]=[C:16]([C:20](=O)[CH3:21])[N:15]=1)[CH3:13])([CH3:4])([CH3:3])[CH3:2].[CH2:23]([O:43][C:44]1[C:50]([C:51]2[CH:56]=[CH:55][CH:54]=[CH:53][CH:52]=2)=[CH:49][C:47]([NH2:48])=[CH:46][C:45]=1[C:57]1[CH:62]=[CH:61][CH:60]=[CH:59][CH:58]=1)[CH2:24][CH2:25][CH2:26][CH2:27][CH2:28][CH2:29][CH2:30][CH2:31][CH2:32][CH2:33][CH2:34][CH2:35][CH2:36][CH2:37][CH2:38][CH2:39][CH2:40][CH2:41][CH3:42]. Product: [C:1]([C:5]1[CH:10]=[CH:9][CH:8]=[CH:7][C:6]=1[N:11]=[C:12]([C:14]1[CH:19]=[CH:18][CH:17]=[C:16]([C:20](=[N:48][C:47]2[CH:46]=[C:45]([C:57]3[CH:58]=[CH:59][CH:60]=[CH:61][CH:62]=3)[C:44]([O:43][CH2:23][CH2:24][CH2:25][CH2:26][CH2:27][CH2:28][CH2:29][CH2:30][CH2:31][CH2:32][CH2:33][CH2:34][CH2:35][CH2:36][CH2:37][CH2:38][CH2:39][CH2:40][CH2:41][CH3:42])=[C:50]([C:51]3[CH:56]=[CH:55][CH:54]=[CH:53][CH:52]=3)[CH:49]=2)[CH3:21])[N:15]=1)[CH3:13])([CH3:4])([CH3:2])[CH3:3]. The catalyst class is: 11. (3) Reactant: C[O-].[Na+].[CH3:4][O:5][C:6]([C:8]1[N:9]=[N:10][C:11]([Cl:15])=[CH:12][C:13]=1Cl)=[O:7].Cl.[C:17]([O-])(O)=[O:18].[Na+]. Product: [CH3:4][O:5][C:6]([C:8]1[N:9]=[N:10][C:11]([Cl:15])=[CH:12][C:13]=1[O:18][CH3:17])=[O:7]. The catalyst class is: 49. (4) Reactant: [S:1]1[C:5]2[CH:6]=[CH:7][CH:8]=[CH:9][C:4]=2[N:3]=[CH:2]1.C([Li])CCC.[CH2:15]([Sn:19](Cl)([CH2:24][CH2:25][CH2:26][CH3:27])[CH2:20][CH2:21][CH2:22][CH3:23])[CH2:16][CH2:17][CH3:18]. Product: [CH2:24]([Sn:19]([CH2:15][CH2:16][CH2:17][CH3:18])([CH2:20][CH2:21][CH2:22][CH3:23])[C:2]1[S:1][C:5]2[CH:6]=[CH:7][CH:8]=[CH:9][C:4]=2[N:3]=1)[CH2:25][CH2:26][CH3:27]. The catalyst class is: 7.